This data is from Reaction yield outcomes from USPTO patents with 853,638 reactions. The task is: Predict the reaction yield, written as a fraction of the theoretical maximum amount of product (1.0 means a 100% yield; for example, 0.34 means a 34% yield). (1) The catalyst is ClCCl.C(OCC)(=O)C.C(OCC)C. The yield is 0.790. The product is [F:42][C:9]1([F:8])[CH2:14][CH2:13][CH:12]([N:15]([C:22]2[CH:34]=[C:33]([N:35]3[CH2:36][CH2:37][N:38]([CH3:41])[CH2:39][CH2:40]3)[CH:32]=[CH:31][C:23]=2[C:24]([OH:26])=[O:25])[C:16](=[O:21])[C:17]([F:18])([F:19])[F:20])[CH2:11][CH2:10]1. The reactants are FC(F)(F)C(O)=O.[F:8][C:9]1([F:42])[CH2:14][CH2:13][CH:12]([N:15]([C:22]2[CH:34]=[C:33]([N:35]3[CH2:40][CH2:39][N:38]([CH3:41])[CH2:37][CH2:36]3)[CH:32]=[CH:31][C:23]=2[C:24]([O:26]C(C)(C)C)=[O:25])[C:16](=[O:21])[C:17]([F:20])([F:19])[F:18])[CH2:11][CH2:10]1. (2) The reactants are [CH:1](I)([CH3:3])[CH3:2].[Br:5][C:6]1[CH:7]=[C:8]([CH2:21][CH2:22][O:23][C:24](=[O:26])[CH3:25])[CH:9]=[C:10]([Br:20])[C:11]=1[O:12][C:13]1[CH:18]=[CH:17][C:16](=[O:19])[NH:15][N:14]=1. No catalyst specified. The product is [Br:5][C:6]1[CH:7]=[C:8]([CH2:21][CH2:22][O:23][C:24](=[O:26])[CH3:25])[CH:9]=[C:10]([Br:20])[C:11]=1[O:12][C:13]1[CH:18]=[CH:17][C:16](=[O:19])[N:15]([CH:1]([CH3:3])[CH3:2])[N:14]=1. The yield is 0.790. (3) The reactants are [CH3:1][C:2]1([CH3:15])[NH:7][C:6](=[O:8])[CH:5](C(OCC)=O)[C:4](=[O:14])[CH2:3]1. The catalyst is C(#N)C.O. The product is [CH3:1][C:2]1([CH3:15])[NH:7][C:6](=[O:8])[CH2:5][C:4](=[O:14])[CH2:3]1. The yield is 0.850. (4) The reactants are [CH3:1][C:2]([C:4]1[CH:5]=[CH:6][C:7]([OH:10])=[CH:8][CH:9]=1)=[O:3].[C:11](OCC)(=[O:16])[CH2:12][CH2:13][CH2:14][CH3:15].CC(C)([O-])C.[Na+]. No catalyst specified. The product is [OH:10][C:7]1[CH:8]=[CH:9][C:4]([C:2](=[O:3])[CH2:1][C:11](=[O:16])[CH2:12][CH2:13][CH2:14][CH3:15])=[CH:5][CH:6]=1. The yield is 0.650. (5) The reactants are Cl.[CH3:2][C@@H:3]1[C:16](=[O:17])[NH:15][N:14]=[C:13]2[N:4]1[C:5]1[CH:6]=[C:7]3[N:20]([C:21]4([CH3:25])[CH2:24][NH:23][CH2:22]4)[CH:19]=[CH:18][C:8]3=[CH:9][C:10]=1[O:11][CH2:12]2.[CH3:26][C:27]([O:30][C:31](O[C:31]([O:30][C:27]([CH3:29])([CH3:28])[CH3:26])=[O:32])=[O:32])([CH3:29])[CH3:28]. The catalyst is C(Cl)Cl. The product is [C:27]([O:30][C:31]([N:23]1[CH2:22][C:21]([CH3:25])([N:20]2[C:7]3[C:8](=[CH:9][C:10]4[O:11][CH2:12][C:13]5[N:4]([C:5]=4[CH:6]=3)[C@H:3]([CH3:2])[C:16](=[O:17])[NH:15][N:14]=5)[CH:18]=[CH:19]2)[CH2:24]1)=[O:32])([CH3:29])([CH3:28])[CH3:26]. The yield is 0.550.